Dataset: Forward reaction prediction with 1.9M reactions from USPTO patents (1976-2016). Task: Predict the product of the given reaction. (1) Given the reactants C[O:2][C:3]([C:5]1[CH:6]=[N:7][N:8]([C:10]2[CH2:14][C:13]([C:19]3[CH:24]=[C:23]([Cl:25])[CH:22]=[C:21]([Cl:26])[CH:20]=3)([C:15]([F:18])([F:17])[F:16])[O:12][N:11]=2)[CH:9]=1)=[O:4].[OH-].[Na+].CO, predict the reaction product. The product is: [Cl:25][C:23]1[CH:24]=[C:19]([C:13]2([C:15]([F:18])([F:16])[F:17])[O:12][N:11]=[C:10]([N:8]3[CH:9]=[C:5]([C:3]([OH:4])=[O:2])[CH:6]=[N:7]3)[CH2:14]2)[CH:20]=[C:21]([Cl:26])[CH:22]=1. (2) Given the reactants [Br:1][C:2]1[C:3]2[C:8]([C:9](Br)=[C:10]3[C:15]=1[CH:14]=[CH:13][CH:12]=[CH:11]3)=[CH:7][CH:6]=[CH:5][CH:4]=2.CC1(C)C(C)(C)OB([C:25]2[C:34]3[C:29](=[CH:30][CH:31]=[CH:32][CH:33]=3)[C:28]([C:35]3[S:36][CH:37]=[CH:38][CH:39]=3)=[CH:27][CH:26]=2)O1.C([O-])([O-])=O.[Na+].[Na+].CCO, predict the reaction product. The product is: [Br:1][C:2]1[C:3]2[C:8](=[CH:7][CH:6]=[CH:5][CH:4]=2)[C:9]([C:25]2[C:34]3[C:29](=[CH:30][CH:31]=[CH:32][CH:33]=3)[C:28]([C:35]3[S:36][CH:37]=[CH:38][CH:39]=3)=[CH:27][CH:26]=2)=[C:10]2[C:15]=1[CH:14]=[CH:13][CH:12]=[CH:11]2.